Dataset: Reaction yield outcomes from USPTO patents with 853,638 reactions. Task: Predict the reaction yield, written as a fraction of the theoretical maximum amount of product (1.0 means a 100% yield; for example, 0.34 means a 34% yield). (1) The product is [Cl:1][C:2]1[CH:10]=[C:9]2[C:5]([C:6]([C:11]([OH:32])=[O:12])=[CH:7][NH:8]2)=[CH:4][C:3]=1[C:13]1[CH:18]=[CH:17][C:16]([CH:19]2[O:24][CH2:23][C:22](=[O:25])[NH:21][CH2:20]2)=[CH:15][CH:14]=1. The yield is 0.260. The reactants are [Cl:1][C:2]1[CH:10]=[C:9]2[C:5]([C:6]([CH:11]=[O:12])=[CH:7][NH:8]2)=[CH:4][C:3]=1[C:13]1[CH:18]=[CH:17][C:16]([CH:19]2[O:24][CH2:23][C:22](=[O:25])[NH:21][CH2:20]2)=[CH:15][CH:14]=1.CC(=CC)C.Cl([O-])=[O:32].[Na+].O.OP([O-])(O)=O.[Na+].S([O-])([O-])=O.[Na+].[Na+]. The catalyst is C(#N)C.CC(O)(C)C.O. (2) The catalyst is O.[Cu]I.C(O)(C)C. The yield is 0.870. The product is [CH3:16][C:12]1[CH:11]=[C:10]([NH:25][CH2:24][CH2:23][C:17]2[CH2:22][CH2:21][CH2:20][CH2:19][CH:18]=2)[CH:15]=[CH:14][CH:13]=1. The reactants are [O-]P([O-])([O-])=O.[K+].[K+].[K+].I[C:10]1[CH:11]=[C:12]([CH3:16])[CH:13]=[CH:14][CH:15]=1.[C:17]1([CH2:23][CH2:24][NH2:25])[CH2:22][CH2:21][CH2:20][CH2:19][CH:18]=1.C(O)CO.N. (3) The reactants are O=C(O)[C@@H]([C@H]([C@H]([C@@H](C(O)=O)O)O)O)O.[CH3:15][NH:16][CH:17]([CH2:19]/[CH:20]=[CH:21]/[C:22]1[CH:23]=[N:24][CH:25]=[CH:26][CH:27]=1)[CH3:18].[CH3:15][NH:16][CH:17]([CH2:19]/[CH:20]=[CH:21]/[C:22]1[CH:23]=[N:24][CH:25]=[CH:26][CH:27]=1)[CH3:18].C([O-])([O-])=O.[K+].[K+].[Na+].[Cl-]. The catalyst is [OH-].[Na+]. The product is [CH3:15][NH:16][CH:17]([CH2:19]/[CH:20]=[CH:21]/[C:22]1[CH:23]=[N:24][CH:25]=[CH:26][CH:27]=1)[CH3:18]. The yield is 0.880. (4) The reactants are Cl[C:2]1[CH:7]=[C:6]([O:8][CH3:9])[CH:5]=[C:4]([C:10]2[S:11][CH:12]=[C:13]([C:15]([F:18])([F:17])[F:16])[N:14]=2)[N:3]=1.[CH3:19][C:20]1[N:21]=[C:22]([Sn](CCCC)(CCCC)CCCC)[S:23][CH:24]=1.C([O-])([O-])=O.[K+].[K+]. The catalyst is CN(C=O)C. The product is [CH3:9][O:8][C:6]1[CH:5]=[C:4]([C:10]2[S:11][CH:12]=[C:13]([C:15]([F:18])([F:17])[F:16])[N:14]=2)[N:3]=[C:2]([C:22]2[S:23][CH:24]=[C:20]([CH3:19])[N:21]=2)[CH:7]=1. The yield is 1.00.